From a dataset of NCI-60 drug combinations with 297,098 pairs across 59 cell lines. Regression. Given two drug SMILES strings and cell line genomic features, predict the synergy score measuring deviation from expected non-interaction effect. (1) Drug 1: CNC(=O)C1=NC=CC(=C1)OC2=CC=C(C=C2)NC(=O)NC3=CC(=C(C=C3)Cl)C(F)(F)F. Drug 2: C1=CC=C(C(=C1)C(C2=CC=C(C=C2)Cl)C(Cl)Cl)Cl. Cell line: OVCAR3. Synergy scores: CSS=1.48, Synergy_ZIP=3.07, Synergy_Bliss=6.40, Synergy_Loewe=3.93, Synergy_HSA=2.03. (2) Cell line: ACHN. Drug 1: C1C(C(OC1N2C=C(C(=O)NC2=O)F)CO)O. Synergy scores: CSS=6.87, Synergy_ZIP=-0.0267, Synergy_Bliss=2.08, Synergy_Loewe=-5.26, Synergy_HSA=-0.962. Drug 2: C(=O)(N)NO. (3) Drug 1: C1=CC(=CC=C1C#N)C(C2=CC=C(C=C2)C#N)N3C=NC=N3. Drug 2: C1=NC(=NC(=O)N1C2C(C(C(O2)CO)O)O)N. Cell line: M14. Synergy scores: CSS=18.3, Synergy_ZIP=15.7, Synergy_Bliss=20.0, Synergy_Loewe=-0.782, Synergy_HSA=0.188. (4) Drug 1: CN(CCCl)CCCl.Cl. Drug 2: C1C(C(OC1N2C=NC(=NC2=O)N)CO)O. Cell line: RXF 393. Synergy scores: CSS=5.55, Synergy_ZIP=-2.71, Synergy_Bliss=0.565, Synergy_Loewe=-0.714, Synergy_HSA=-0.270. (5) Drug 1: C1CCC(CC1)NC(=O)N(CCCl)N=O. Drug 2: C1C(C(OC1N2C=NC3=C2NC=NCC3O)CO)O. Cell line: DU-145. Synergy scores: CSS=3.17, Synergy_ZIP=-3.41, Synergy_Bliss=-3.97, Synergy_Loewe=-4.04, Synergy_HSA=-4.01. (6) Drug 1: C1=CC(=CC=C1CC(C(=O)O)N)N(CCCl)CCCl.Cl. Drug 2: C1CN(P(=O)(OC1)NCCCl)CCCl. Cell line: SF-268. Synergy scores: CSS=1.75, Synergy_ZIP=-3.99, Synergy_Bliss=-5.76, Synergy_Loewe=-26.9, Synergy_HSA=-10.0. (7) Drug 1: CC1=C(C=C(C=C1)NC(=O)C2=CC=C(C=C2)CN3CCN(CC3)C)NC4=NC=CC(=N4)C5=CN=CC=C5. Drug 2: CS(=O)(=O)CCNCC1=CC=C(O1)C2=CC3=C(C=C2)N=CN=C3NC4=CC(=C(C=C4)OCC5=CC(=CC=C5)F)Cl. Cell line: MCF7. Synergy scores: CSS=2.47, Synergy_ZIP=-0.373, Synergy_Bliss=0.881, Synergy_Loewe=-8.34, Synergy_HSA=-3.47. (8) Drug 1: C1CN1C2=NC(=NC(=N2)N3CC3)N4CC4. Drug 2: CC1CCCC2(C(O2)CC(NC(=O)CC(C(C(=O)C(C1O)C)(C)C)O)C(=CC3=CSC(=N3)C)C)C. Cell line: SF-539. Synergy scores: CSS=66.0, Synergy_ZIP=0.783, Synergy_Bliss=-0.918, Synergy_Loewe=-5.47, Synergy_HSA=3.92. (9) Drug 1: CC1=CC2C(CCC3(C2CCC3(C(=O)C)OC(=O)C)C)C4(C1=CC(=O)CC4)C. Drug 2: CC1=CC=C(C=C1)C2=CC(=NN2C3=CC=C(C=C3)S(=O)(=O)N)C(F)(F)F. Cell line: SK-MEL-2. Synergy scores: CSS=9.18, Synergy_ZIP=4.31, Synergy_Bliss=5.87, Synergy_Loewe=-1.83, Synergy_HSA=3.47. (10) Drug 1: CN1C2=C(C=C(C=C2)N(CCCl)CCCl)N=C1CCCC(=O)O.Cl. Drug 2: COCCOC1=C(C=C2C(=C1)C(=NC=N2)NC3=CC=CC(=C3)C#C)OCCOC.Cl. Cell line: SK-MEL-5. Synergy scores: CSS=6.61, Synergy_ZIP=-2.38, Synergy_Bliss=-0.822, Synergy_Loewe=-1.85, Synergy_HSA=1.06.